Regression. Given a peptide amino acid sequence and an MHC pseudo amino acid sequence, predict their binding affinity value. This is MHC class I binding data. From a dataset of Peptide-MHC class I binding affinity with 185,985 pairs from IEDB/IMGT. (1) The peptide sequence is WRNATIPL. The MHC is Mamu-B03 with pseudo-sequence Mamu-B03. The binding affinity (normalized) is 0.782. (2) The peptide sequence is AENQLFHST. The MHC is HLA-B45:06 with pseudo-sequence HLA-B45:06. The binding affinity (normalized) is 0.213. (3) The peptide sequence is RSRPSGDL. The MHC is Mamu-B03 with pseudo-sequence Mamu-B03. The binding affinity (normalized) is 0.162. (4) The binding affinity (normalized) is 0.729. The MHC is HLA-A02:01 with pseudo-sequence HLA-A02:01. The peptide sequence is MVMELIRMI. (5) The peptide sequence is AEQASQDVKNW. The MHC is HLA-A68:01 with pseudo-sequence HLA-A68:01. The binding affinity (normalized) is 0.